Dataset: Full USPTO retrosynthesis dataset with 1.9M reactions from patents (1976-2016). Task: Predict the reactants needed to synthesize the given product. (1) Given the product [NH2:6][C:5]1[CH:4]=[CH:3][C:2]([Cl:1])=[CH:15][C:14]=1[C:19]([C:18]1[C:22]([F:26])=[CH:23][CH:24]=[CH:25][C:17]=1[Cl:16])=[O:20], predict the reactants needed to synthesize it. The reactants are: [Cl:1][C:2]1[CH:15]=[CH:14][C:5]([NH:6]C(OC(C)(C)C)=O)=[CH:4][CH:3]=1.[Cl:16][C:17]1[CH:25]=[CH:24][CH:23]=[C:22]([F:26])[C:18]=1[C:19](Cl)=[O:20]. (2) Given the product [Cl:1][C:2]1[CH:10]=[C:9]2[NH:8][C:7](=[O:11])[C:6]3([CH:12]([C:13]4[CH:20]=[CH:19][CH:18]=[C:15]([C:16]#[N:17])[CH:14]=4)[CH2:28][C:27](=[O:29])[NH:26][CH:25]3[C:22](=[CH2:21])[CH2:23][CH3:24])[C:5]2=[CH:4][CH:3]=1, predict the reactants needed to synthesize it. The reactants are: [Cl:1][C:2]1[CH:10]=[C:9]2[C:5](/[C:6](=[CH:12]/[C:13]3[CH:14]=[C:15]([CH:18]=[CH:19][CH:20]=3)[C:16]#[N:17])/[C:7](=[O:11])[NH:8]2)=[CH:4][CH:3]=1.[CH2:21]=[C:22]([CH:25]=[N:26][C:27]([O:29][Si](C)(C)C)=[CH2:28])[CH2:23][CH3:24].CO. (3) Given the product [Br:1][C:2]1[CH:32]=[CH:31][C:5]2[N:6]([C:9]3[S:13][C:12]([C:14]([NH2:33])=[O:16])=[C:11]([O:18][C@@H:19]([C:21]4[CH:26]=[CH:25][CH:24]=[CH:23][C:22]=4[C:27]([F:28])([F:29])[F:30])[CH3:20])[CH:10]=3)[CH:7]=[N:8][C:4]=2[CH:3]=1, predict the reactants needed to synthesize it. The reactants are: [Br:1][C:2]1[CH:32]=[CH:31][C:5]2[N:6]([C:9]3[S:13][C:12]([C:14]([O:16]C)=O)=[C:11]([O:18][C@@H:19]([C:21]4[CH:26]=[CH:25][CH:24]=[CH:23][C:22]=4[C:27]([F:30])([F:29])[F:28])[CH3:20])[CH:10]=3)[CH:7]=[N:8][C:4]=2[CH:3]=1.[NH3:33].